Dataset: Forward reaction prediction with 1.9M reactions from USPTO patents (1976-2016). Task: Predict the product of the given reaction. (1) Given the reactants [CH3:1][N:2]1[CH:7]=[CH:6][C:5](=[O:8])[N:4]([C:9]2[CH:21]=[CH:20][C:12]([CH2:13][C@@H:14]([C:16]([O:18][CH3:19])=[O:17])[NH2:15])=[CH:11][CH:10]=2)[C:3]1=[O:22].[F:23][C:24]1[CH:32]=[C:31]([NH:33][S:34]([C:37]2[CH:42]=[CH:41][C:40]([N:43]3[CH:47]=[CH:46][CH:45]=[CH:44]3)=[CH:39][CH:38]=2)(=[O:36])=[O:35])[CH:30]=[C:29]([F:48])[C:25]=1[C:26](O)=[O:27].CN(C(ON1N=NC2C=CC=NC1=2)=[N+](C)C)C.F[P-](F)(F)(F)(F)F.C(N(C(C)C)CC)(C)C, predict the reaction product. The product is: [F:23][C:24]1[CH:32]=[C:31]([NH:33][S:34]([C:37]2[CH:38]=[CH:39][C:40]([N:43]3[CH:47]=[CH:46][CH:45]=[CH:44]3)=[CH:41][CH:42]=2)(=[O:36])=[O:35])[CH:30]=[C:29]([F:48])[C:25]=1[C:26]([NH:15][C@H:14]([C:16]([O:18][CH3:19])=[O:17])[CH2:13][C:12]1[CH:11]=[CH:10][C:9]([N:4]2[C:5](=[O:8])[CH:6]=[CH:7][N:2]([CH3:1])[C:3]2=[O:22])=[CH:21][CH:20]=1)=[O:27]. (2) Given the reactants [C:1]([C@H:4]1[CH2:9][CH2:8][C@H:7]([CH2:10][O:11][C:12]2[N:17]=[CH:16][C:15]([S:18]([NH:21][C:22](=[O:61])[C:23]3[CH:28]=[CH:27][C:26]([N:29]4[CH2:34][CH2:33][N:32]([CH2:35][C:36]5[CH2:41][CH2:40][C:39]([CH3:43])([CH3:42])[CH2:38][C:37]=5[C:44]5[CH:49]=[CH:48][C:47]([Cl:50])=[CH:46][CH:45]=5)[CH2:31][CH2:30]4)=[CH:25][C:24]=3[O:51][C:52]3[CH:60]=[CH:59][CH:58]=[C:57]4[C:53]=3[CH:54]=[N:55][NH:56]4)(=[O:20])=[O:19])=[CH:14][C:13]=2[Cl:62])[CH2:6][CH2:5]1)(=O)[NH2:2], predict the reaction product. The product is: [Cl:62][C:13]1[CH:14]=[C:15]([S:18]([NH:21][C:22](=[O:61])[C:23]2[CH:28]=[CH:27][C:26]([N:29]3[CH2:30][CH2:31][N:32]([CH2:35][C:36]4[CH2:41][CH2:40][C:39]([CH3:43])([CH3:42])[CH2:38][C:37]=4[C:44]4[CH:45]=[CH:46][C:47]([Cl:50])=[CH:48][CH:49]=4)[CH2:33][CH2:34]3)=[CH:25][C:24]=2[O:51][C:52]2[CH:60]=[CH:59][CH:58]=[C:57]3[C:53]=2[CH:54]=[N:55][NH:56]3)(=[O:20])=[O:19])[CH:16]=[N:17][C:12]=1[O:11][CH2:10][C@H:7]1[CH2:8][CH2:9][C@H:4]([C:1]#[N:2])[CH2:5][CH2:6]1. (3) Given the reactants O/[N:2]=[CH:3]/[C:4]1[CH:19]=[CH:18][CH:17]=[CH:16][C:5]=1[O:6][CH2:7][CH2:8][CH2:9][CH2:10][CH2:11][C:12]([O:14][CH3:15])=[O:13].[CH2:20](O)C, predict the reaction product. The product is: [NH2:2][CH2:3][C:4]1[CH:19]=[CH:18][CH:17]=[CH:16][C:5]=1[O:6][CH2:7][CH2:8][CH2:9][CH2:10][CH2:11][C:12]([O:14][CH2:15][CH3:20])=[O:13]. (4) Given the reactants [CH3:1][C:2]1[C:3](=[O:17])[CH2:4][CH:5]2[CH2:9][N:8]([C:10]([O:12][C:13]([CH3:16])([CH3:15])[CH3:14])=[O:11])[CH2:7][C:6]=12.[H][H], predict the reaction product. The product is: [CH3:1][CH:2]1[CH:6]2[CH:5]([CH2:9][N:8]([C:10]([O:12][C:13]([CH3:16])([CH3:15])[CH3:14])=[O:11])[CH2:7]2)[CH2:4][C:3]1=[O:17]. (5) Given the reactants [N:1]1[O:2][N:3]=[C:4]2[C:9]([CH:10]3[C:15]([C:16]#[N:17])=[C:14]([CH:18]4[CH2:23][CH2:22][N:21](C(OC(C)(C)C)=O)[CH2:20][CH2:19]4)[NH:13][C:12]4=[N:31][NH:32][CH:33]=[C:11]34)=[CH:8][CH:7]=[CH:6][C:5]=12, predict the reaction product. The product is: [N:1]1[O:2][N:3]=[C:4]2[C:9]([CH:10]3[C:15]([C:16]#[N:17])=[C:14]([CH:18]4[CH2:19][CH2:20][NH:21][CH2:22][CH2:23]4)[NH:13][C:12]4=[N:31][NH:32][CH:33]=[C:11]34)=[CH:8][CH:7]=[CH:6][C:5]=12. (6) Given the reactants [NH:1](C(OC(C)(C)C)=O)[C@H:2]([C:20]([N:22]1[CH2:61][CH2:60][CH2:59][C@H:23]1[C:24]([NH:26][C@H:27]([C:29]([NH:31][C@H:32]([C:49]([O:51]CC1C=CC=CC=1)=[O:50])[CH2:33][CH2:34][CH2:35][CH2:36][NH:37]C(OCC1C=CC=CC=1Cl)=O)=[O:30])[CH3:28])=[O:25])=[O:21])[CH2:3][CH2:4][CH2:5][NH:6][C:7](=[NH:19])[NH:8]S(C1C=CC(C)=CC=1)(=O)=O.C1(OC)C=CC=CC=1, predict the reaction product. The product is: [NH2:1][C@H:2]([C:20]([N:22]1[CH2:61][CH2:60][CH2:59][C@H:23]1[C:24]([NH:26][C@H:27]([C:29]([NH:31][C@H:32]([C:49]([OH:51])=[O:50])[CH2:33][CH2:34][CH2:35][CH2:36][NH2:37])=[O:30])[CH3:28])=[O:25])=[O:21])[CH2:3][CH2:4][CH2:5][NH:6][C:7](=[NH:8])[NH2:19].